From a dataset of Forward reaction prediction with 1.9M reactions from USPTO patents (1976-2016). Predict the product of the given reaction. (1) The product is: [CH2:1]([S:3]([N:6]1[CH2:11][CH2:10][CH:9]([C:12]2[C:20]3[C:15](=[C:16]([C:28]([NH2:30])=[O:29])[CH:17]=[C:18]([C:21]4[CH:25]=[C:24]([CH2:26][N:33]5[CH2:34][CH2:35][CH2:36][C@H:32]5[CH3:31])[S:23][CH:22]=4)[CH:19]=3)[NH:14][CH:13]=2)[CH2:8][CH2:7]1)(=[O:4])=[O:5])[CH3:2]. Given the reactants [CH2:1]([S:3]([N:6]1[CH2:11][CH2:10][CH:9]([C:12]2[C:20]3[C:15](=[C:16]([C:28]([NH2:30])=[O:29])[CH:17]=[C:18]([C:21]4[CH:25]=[C:24]([CH:26]=O)[S:23][CH:22]=4)[CH:19]=3)[NH:14][CH:13]=2)[CH2:8][CH2:7]1)(=[O:5])=[O:4])[CH3:2].[CH3:31][CH:32]1[CH2:36][CH2:35][CH2:34][NH:33]1.C(O[BH-](OC(=O)C)OC(=O)C)(=O)C.[Na+], predict the reaction product. (2) Given the reactants [CH2:1]([C:3]1[O:4][C:5]2[C:11]([C:12]([O-:14])=[O:13])=[CH:10][CH:9]=[C:8]([O:15][CH3:16])[C:6]=2[N:7]=1)[CH3:2].[N+:17]([C:20]1[CH:25]=[CH:24][C:23](O)=[CH:22][CH:21]=1)([O-:19])=[O:18].Cl.C(N=C=NCCCN(C)C)C, predict the reaction product. The product is: [CH2:1]([C:3]1[O:4][C:5]2[C:11]([C:12]([O:14][C:23]3[CH:24]=[CH:25][C:20]([N+:17]([O-:19])=[O:18])=[CH:21][CH:22]=3)=[O:13])=[CH:10][CH:9]=[C:8]([O:15][CH3:16])[C:6]=2[N:7]=1)[CH3:2]. (3) Given the reactants [CH3:1][N:2]1[C:10]2[C:5](=[CH:6][C:7]([CH:11]([C:13]3[N:17]4[N:18]=[C:19]([C:22](=O)[CH3:23])[CH:20]=[CH:21][C:16]4=[N:15][CH:14]=3)[CH3:12])=[CH:8][CH:9]=2)[CH:4]=[N:3]1.Cl.[NH2:26][O:27][CH2:28][CH2:29][OH:30], predict the reaction product. The product is: [OH:30][CH2:29][CH2:28][O:27]/[N:26]=[C:22](/[C:19]1[CH:20]=[CH:21][C:16]2[N:17]([C:13]([CH:11]([C:7]3[CH:6]=[C:5]4[C:10](=[CH:9][CH:8]=3)[N:2]([CH3:1])[N:3]=[CH:4]4)[CH3:12])=[CH:14][N:15]=2)[N:18]=1)\[CH3:23]. (4) The product is: [OH:1][C:2]([C:25]1[S:26][CH:27]=[CH:28][CH:29]=1)([C:30]1[S:31][CH:32]=[CH:33][CH:34]=1)[C:3]([O:5][C@H:6]1[CH2:7][CH2:8][C@H:9]([N:12]([CH3:13])[CH2:14][CH2:15][NH:16][CH3:17])[CH2:10][CH2:11]1)=[O:4]. Given the reactants [OH:1][C:2]([C:30]1[S:31][CH:32]=[CH:33][CH:34]=1)([C:25]1[S:26][CH:27]=[CH:28][CH:29]=1)[C:3]([O:5][C@H:6]1[CH2:11][CH2:10][C@H:9]([N:12]([CH2:14][CH2:15][N:16](C(OC(C)(C)C)=O)[CH3:17])[CH3:13])[CH2:8][CH2:7]1)=[O:4].Cl.C([O-])(O)=O.[Na+].O, predict the reaction product.